From a dataset of NCI-60 drug combinations with 297,098 pairs across 59 cell lines. Regression. Given two drug SMILES strings and cell line genomic features, predict the synergy score measuring deviation from expected non-interaction effect. (1) Drug 1: CN(C)N=NC1=C(NC=N1)C(=O)N. Drug 2: CN(CCCl)CCCl.Cl. Cell line: UO-31. Synergy scores: CSS=14.5, Synergy_ZIP=-6.21, Synergy_Bliss=-1.61, Synergy_Loewe=-0.815, Synergy_HSA=-0.314. (2) Drug 2: CC12CCC3C(C1CCC2O)C(CC4=C3C=CC(=C4)O)CCCCCCCCCS(=O)CCCC(C(F)(F)F)(F)F. Synergy scores: CSS=11.4, Synergy_ZIP=-15.6, Synergy_Bliss=-27.0, Synergy_Loewe=-27.3, Synergy_HSA=-26.0. Drug 1: CC1C(C(CC(O1)OC2CC(CC3=C2C(=C4C(=C3O)C(=O)C5=C(C4=O)C(=CC=C5)OC)O)(C(=O)CO)O)N)O.Cl. Cell line: TK-10. (3) Drug 1: C1CCC(CC1)NC(=O)N(CCCl)N=O. Drug 2: C1CN1P(=S)(N2CC2)N3CC3. Cell line: PC-3. Synergy scores: CSS=14.9, Synergy_ZIP=-7.71, Synergy_Bliss=-0.799, Synergy_Loewe=-0.883, Synergy_HSA=0.0881. (4) Drug 1: CS(=O)(=O)CCNCC1=CC=C(O1)C2=CC3=C(C=C2)N=CN=C3NC4=CC(=C(C=C4)OCC5=CC(=CC=C5)F)Cl. Drug 2: CC(C)(C#N)C1=CC(=CC(=C1)CN2C=NC=N2)C(C)(C)C#N. Cell line: ACHN. Synergy scores: CSS=18.5, Synergy_ZIP=-1.65, Synergy_Bliss=5.09, Synergy_Loewe=-2.03, Synergy_HSA=2.01.